From a dataset of Reaction yield outcomes from USPTO patents with 853,638 reactions. Predict the reaction yield, written as a fraction of the theoretical maximum amount of product (1.0 means a 100% yield; for example, 0.34 means a 34% yield). (1) The reactants are [H-].[Na+].[C:3]1([CH2:9][SH:10])[CH:8]=[CH:7][CH:6]=[CH:5][CH:4]=1.Br[C:12]1[CH:17]=[C:16]([CH3:18])[CH:15]=[CH:14][N:13]=1. The catalyst is O1CCCC1.O. The product is [CH2:9]([S:10][C:12]1[CH:17]=[C:16]([CH3:18])[CH:15]=[CH:14][N:13]=1)[C:3]1[CH:8]=[CH:7][CH:6]=[CH:5][CH:4]=1. The yield is 0.560. (2) The reactants are [NH2:1][CH2:2][C:3]1[CH:11]=[CH:10][C:6]([C:7]([OH:9])=[O:8])=[CH:5][CH:4]=1.C([O-])([O-])=O.[Na+].[Na+].[CH:18]1[C:30]2[CH:29]([CH2:31][O:32][C:33](C3CC(=O)N(O)C3=O)=[O:34])[C:28]3[C:23](=[CH:24][CH:25]=[CH:26][CH:27]=3)[C:22]=2[CH:21]=[CH:20][CH:19]=1.Cl. The catalyst is O1CCOCC1. The product is [CH:18]1[C:30]2[CH:29]([CH2:31][O:32][C:33]([NH:1][CH2:2][C:3]3[CH:4]=[CH:5][C:6]([C:7]([OH:9])=[O:8])=[CH:10][CH:11]=3)=[O:34])[C:28]3[C:23](=[CH:24][CH:25]=[CH:26][CH:27]=3)[C:22]=2[CH:21]=[CH:20][CH:19]=1. The yield is 0.990. (3) The reactants are [CH3:1][C:2]1[CH:3]=[CH:4][C:5]([O:15][CH2:16][C:17]2[CH:22]=[CH:21][C:20]([F:23])=[CH:19][CH:18]=2)=[C:6]([C:8](=O)[CH2:9][CH2:10][C:11](=O)[CH3:12])[CH:7]=1.[CH3:24][O:25][C:26](=[O:36])[C:27]1[CH:32]=[C:31]([NH2:33])[CH:30]=[C:29]([NH2:34])[C:28]=1[CH3:35].CC1C=CC(S(O)(=O)=O)=CC=1. The catalyst is CN1C(=O)CCC1.CCOC(C)=O. The product is [CH3:24][O:25][C:26](=[O:36])[C:27]1[C:28]([CH3:35])=[C:29]([NH2:34])[CH:30]=[C:31]([N:33]2[C:11]([CH3:12])=[CH:10][CH:9]=[C:8]2[C:6]2[CH:7]=[C:2]([CH3:1])[CH:3]=[CH:4][C:5]=2[O:15][CH2:16][C:17]2[CH:22]=[CH:21][C:20]([F:23])=[CH:19][CH:18]=2)[CH:32]=1. The yield is 0.430. (4) The reactants are [CH3:1][C:2]1[CH:7]=[C:6]([CH3:8])[N:5]=[C:4]([NH:9][C:10]2[CH:15]=[CH:14][C:13]([CH2:16][CH2:17][OH:18])=[CH:12][CH:11]=2)[C:3]=1[N+:19]([O-])=O. The catalyst is C(OCC)(=O)C.[Pd]. The product is [NH2:19][C:3]1[C:4]([NH:9][C:10]2[CH:15]=[CH:14][C:13]([CH2:16][CH2:17][OH:18])=[CH:12][CH:11]=2)=[N:5][C:6]([CH3:8])=[CH:7][C:2]=1[CH3:1]. The yield is 0.920. (5) The reactants are [Cl:1]C1C=CC2C3=C(C4CCCCC4)C4C=CC(C(OC(C)(C)C)=O)=CC=4N3CC(C(OC)=O)=CC=2C=1.Cl[C:38]1[CH:39]=[CH:40][C:41]([CH:47]=[O:48])=[C:42]([B:44]([OH:46])[OH:45])[CH:43]=1. No catalyst specified. The product is [Cl:1][C:39]1[CH:38]=[CH:43][C:42]([B:44]([OH:46])[OH:45])=[C:41]([CH:47]=[O:48])[CH:40]=1. The yield is 0.700. (6) The reactants are [O:1]=[C:2]([C:8]1[CH:13]=[CH:12][C:11]([C:14]([F:17])([F:16])[F:15])=[CH:10][CH:9]=1)[C:3]([O:5][CH2:6][CH3:7])=[O:4].[BH4-].[Na+]. The catalyst is CCO. The product is [CH2:6]([O:5][C:3](=[O:4])[CH:2]([OH:1])[C:8]1[CH:9]=[CH:10][C:11]([C:14]([F:15])([F:16])[F:17])=[CH:12][CH:13]=1)[CH3:7]. The yield is 0.870. (7) The reactants are Cl[C:2]1[N:7]=[C:6](Cl)[C:5]([F:9])=[CH:4][N:3]=1.[N+:10]([C:13]1[CH:14]=[C:15]([CH:17]=[CH:18][CH:19]=1)[NH2:16])([O-:12])=[O:11]. The catalyst is CO.O. The product is [N+:10]([C:13]1[CH:14]=[C:15]([NH:16][C:2]2[N:7]=[C:6]([NH:16][C:15]3[CH:17]=[CH:18][CH:19]=[C:13]([N+:10]([O-:12])=[O:11])[CH:14]=3)[C:5]([F:9])=[CH:4][N:3]=2)[CH:17]=[CH:18][CH:19]=1)([O-:12])=[O:11]. The yield is 0.760. (8) The reactants are Cl[C:2]1[N:7]=[C:6]2[CH2:8][CH2:9][CH2:10][C:5]2=[C:4]([Cl:11])[CH:3]=1.[C:12]1(B(O)O)[CH2:16][CH2:15][CH2:14][CH:13]=1. No catalyst specified. The product is [Cl:11][C:4]1[CH:3]=[C:2]([C:12]2[CH2:16][CH2:15][CH2:14][CH:13]=2)[N:7]=[C:6]2[CH2:8][CH2:9][CH2:10][C:5]=12. The yield is 0.650.